This data is from Reaction yield outcomes from USPTO patents with 853,638 reactions. The task is: Predict the reaction yield, written as a fraction of the theoretical maximum amount of product (1.0 means a 100% yield; for example, 0.34 means a 34% yield). (1) The reactants are [NH2:1][C:2]1[CH:7]=[CH:6][CH:5]=[C:4]([NH2:8])[N:3]=1.[Cl:9][C:10]1[CH:15]=[C:14](Cl)[N:13]=[CH:12][N:11]=1. The catalyst is C(O)CCC. The product is [Cl:9][C:10]1[N:11]=[CH:12][N:13]=[C:14]([NH:1][C:2]2[CH:7]=[CH:6][CH:5]=[C:4]([NH2:8])[N:3]=2)[CH:15]=1. The yield is 0.360. (2) The reactants are C([C:3]1[CH:21]=[CH:20][C:6]([O:7][C:8]2[CH:15]=[CH:14][C:11]([C:12]#[N:13])=[CH:10][C:9]=2[C:16]([F:19])([F:18])[F:17])=[C:5]([O:22][CH3:23])[CH:4]=1)=O.[NH:24]=[C:25]1[N:29](C(C2C=CC=CC=2)=O)[C:28](=[O:38])[NH:27][CH2:26]1.[CH3:39]C(C)([O-])C.[K+].[Cl-].[NH4+]. The catalyst is C(O)C. The product is [NH2:24][C:25]1/[C:26](=[CH:39]/[C:3]2[CH:21]=[CH:20][C:6]([O:7][C:8]3[CH:15]=[CH:14][C:11]([C:12]#[N:13])=[CH:10][C:9]=3[C:16]([F:19])([F:18])[F:17])=[C:5]([O:22][CH3:23])[CH:4]=2)/[NH:27][C:28](=[O:38])[N:29]=1. The yield is 0.200. (3) The reactants are [N:1]1[CH:6]=[CH:5][CH:4]=[CH:3][C:2]=1[C:7]1[O:11][N:10]=[C:9]([C:12]([O:14][CH2:15][CH3:16])=[O:13])[C:8]=1[CH:17]=[CH2:18]. The product is [CH2:17]([C:8]1[C:9]([C:12]([O:14][CH2:15][CH3:16])=[O:13])=[N:10][O:11][C:7]=1[C:2]1[CH:3]=[CH:4][CH:5]=[CH:6][N:1]=1)[CH3:18]. The catalyst is C(O)C.[Pd]. The yield is 0.900. (4) The product is [C:1]([O:5][C:6]([N:8]([C:11]1([C@@H:14]2[CH2:15][CH2:16][N:17]([C@H:19]([C:21]3[CH:26]=[CH:25][CH:24]=[CH:23][CH:22]=3)[CH3:20])[CH2:18]2)[CH2:12][CH2:13]1)[CH2:9][CH3:10])=[O:7])([CH3:3])([CH3:4])[CH3:2]. The yield is 0.990. The reactants are [C:1]([O:5][C:6]([N:8]([C:11]1([C@H:14]2[CH2:18][N:17]([C@H:19]([C:21]3[CH:26]=[CH:25][CH:24]=[CH:23][CH:22]=3)[CH3:20])[C:16](=O)[CH2:15]2)[CH2:13][CH2:12]1)[CH2:9][CH3:10])=[O:7])([CH3:4])([CH3:3])[CH3:2]. The catalyst is O1CCCC1. (5) The reactants are [NH2:1][C:2]1[C:3]([C:7](=[N:17]O)[NH:8][C:9]2[CH:14]=[CH:13][C:12]([F:15])=[C:11]([Cl:16])[CH:10]=2)=[N:4][O:5][N:6]=1.[C:19]([O:22]C(=O)C)(=[O:21])[CH3:20]. No catalyst specified. The product is [C:19]([O:22][N:8]([C:9]1[CH:14]=[CH:13][C:12]([F:15])=[C:11]([Cl:16])[CH:10]=1)[C:7]([C:3]1[C:2]([NH2:1])=[N:6][O:5][N:4]=1)=[NH:17])(=[O:21])[CH3:20]. The yield is 0.540. (6) The reactants are [C:1]([O:5][C:6]([N:8]1[CH2:13][CH2:12][CH:11]([C:14]2[CH:19]=[CH:18][C:17]([N+:20]([O-])=O)=[C:16]([O:23][CH3:24])[CH:15]=2)[C:10]([F:26])([F:25])[CH2:9]1)=[O:7])([CH3:4])([CH3:3])[CH3:2]. The catalyst is CO.[Pd]. The product is [C:1]([O:5][C:6]([N:8]1[CH2:13][CH2:12][CH:11]([C:14]2[CH:19]=[CH:18][C:17]([NH2:20])=[C:16]([O:23][CH3:24])[CH:15]=2)[C:10]([F:26])([F:25])[CH2:9]1)=[O:7])([CH3:4])([CH3:2])[CH3:3]. The yield is 0.950. (7) The yield is 0.120. The product is [C:1]([C:5]1[CH:11]=[CH:10][C:9]([N+:12]([O-:14])=[O:13])=[CH:8][C:6]=1[F:21])([CH3:4])([CH3:3])[CH3:2]. The catalyst is O. The reactants are [C:1]([C:5]1[CH:11]=[CH:10][C:9]([N+:12]([O-:14])=[O:13])=[CH:8][C:6]=1N)([CH3:4])([CH3:3])[CH3:2].Cl.N([O-])=O.[Na+].[H+].[F:21][P-](F)(F)(F)(F)F.